The task is: Predict the product of the given reaction.. This data is from Forward reaction prediction with 1.9M reactions from USPTO patents (1976-2016). Given the reactants [C:1]([C:4]1[CH:28]=[CH:27][C:7]([O:8][CH2:9][C:10]2[CH:15]=[CH:14][C:13]([CH:16]([OH:26])[C:17]3[CH:18]=[C:19]([CH:23]=[CH:24][CH:25]=3)[C:20]([OH:22])=[O:21])=[CH:12][CH:11]=2)=[C:6]([CH2:29][CH2:30][CH3:31])[C:5]=1[OH:32])(=[O:3])[CH3:2].O1CCCC1.C(C(CCCC)C([O-])=O)C.[Na+:48], predict the reaction product. The product is: [C:1]([C:4]1[CH:28]=[CH:27][C:7]([O:8][CH2:9][C:10]2[CH:11]=[CH:12][C:13]([CH:16]([OH:26])[C:17]3[CH:18]=[C:19]([CH:23]=[CH:24][CH:25]=3)[C:20]([O-:22])=[O:21])=[CH:14][CH:15]=2)=[C:6]([CH2:29][CH2:30][CH3:31])[C:5]=1[OH:32])(=[O:3])[CH3:2].[Na+:48].